Dataset: Aqueous solubility values for 9,982 compounds from the AqSolDB database. Task: Regression/Classification. Given a drug SMILES string, predict its absorption, distribution, metabolism, or excretion properties. Task type varies by dataset: regression for continuous measurements (e.g., permeability, clearance, half-life) or binary classification for categorical outcomes (e.g., BBB penetration, CYP inhibition). For this dataset (solubility_aqsoldb), we predict Y. The molecule is CCCCCCCCCCCCCC(=O)OC. The Y is -6.65 log mol/L.